From a dataset of Catalyst prediction with 721,799 reactions and 888 catalyst types from USPTO. Predict which catalyst facilitates the given reaction. (1) Reactant: Cl[C:2]1[N:11]=[C:10]([N:12]2[CH2:17][CH2:16][O:15][CH2:14][CH2:13]2)[C:9]2[C:4](=[C:5]([C:18]3[CH:19]=[N:20][C:21]([F:24])=[CH:22][CH:23]=3)[CH:6]=[CH:7][CH:8]=2)[N:3]=1.[CH3:25][N:26]([CH3:54])[C:27](=[O:53])[C:28]1[CH:33]=[CH:32][C:31]([NH:34][C:35]([NH:37][C:38]2[CH:43]=[CH:42][C:41](B3OC(C)(C)C(C)(C)O3)=[CH:40][CH:39]=2)=[O:36])=[CH:30][CH:29]=1.C(=O)([O-])[O-].[Cs+].[Cs+].CN(C=O)C. The catalyst class is: 189. Product: [F:24][C:21]1[N:20]=[CH:19][C:18]([C:5]2[CH:6]=[CH:7][CH:8]=[C:9]3[C:4]=2[N:3]=[C:2]([C:41]2[CH:40]=[CH:39][C:38]([NH:37][C:35](=[O:36])[NH:34][C:31]4[CH:30]=[CH:29][C:28]([C:27]([N:26]([CH3:54])[CH3:25])=[O:53])=[CH:33][CH:32]=4)=[CH:43][CH:42]=2)[N:11]=[C:10]3[N:12]2[CH2:17][CH2:16][O:15][CH2:14][CH2:13]2)=[CH:23][CH:22]=1. (2) Reactant: [N+]([O-])(O)=O.[N+]([O-])(O)=O.[CH3:9][O:10][C:11]1[CH:12]=[C:13]([NH:23][C:24]([NH2:26])=[NH:25])[CH:14]=[CH:15][C:16]=1[N:17]1[CH:21]=[C:20]([CH3:22])[N:19]=[CH:18]1.O=[C:28]([CH2:34][C:35](=O)[CH3:36])[C:29]([O:31][CH2:32][CH3:33])=[O:30].C(=O)([O-])[O-].[K+].[K+]. Product: [CH3:9][O:10][C:11]1[CH:12]=[C:13]([NH:23][C:24]2[N:26]=[C:28]([C:29]([O:31][CH2:32][CH3:33])=[O:30])[CH:34]=[C:35]([CH3:36])[N:25]=2)[CH:14]=[CH:15][C:16]=1[N:17]1[CH:21]=[C:20]([CH3:22])[N:19]=[CH:18]1. The catalyst class is: 162. (3) Reactant: [CH3:1][O:2][C:3]1[C:12]2[CH2:11][CH2:10][C@H:9]3[C@H:13]([CH3:18])[C:14](=[O:17])[CH2:15][CH2:16][C@:8]3([C:19]3[CH:24]=[CH:23][CH:22]=[CH:21][CH:20]=3)[C:7]=2[N:6]=[C:5]([C:25]2[CH:30]=[CH:29][CH:28]=[CH:27][C:26]=2[O:31][CH3:32])[N:4]=1.[CH:33](OCC)=[O:34].C[O-].[Na+].CO. Product: [OH:34]/[CH:33]=[C:15]1/[CH2:16][C@:8]2([C:19]3[CH:24]=[CH:23][CH:22]=[CH:21][CH:20]=3)[C:7]3[N:6]=[C:5]([C:25]4[CH:30]=[CH:29][CH:28]=[CH:27][C:26]=4[O:31][CH3:32])[N:4]=[C:3]([O:2][CH3:1])[C:12]=3[CH2:11][CH2:10][C@H:9]2[C@H:13]([CH3:18])[C:14]/1=[O:17]. The catalyst class is: 7. (4) The catalyst class is: 241. Reactant: CN.[F:3][C:4]1[CH:9]=[CH:8][C:7]([C:10]2[O:36][C:13]3=[N:14][CH:15]=[C:16]([C:18]4[CH:23]=[CH:22][CH:21]=[C:20]([C:24](=[O:35])[NH:25][C:26]([C:29]5[CH:34]=[CH:33][CH:32]=[CH:31][CH:30]=5)([CH3:28])[CH3:27])[CH:19]=4)[CH:17]=[C:12]3[C:11]=2[C:37](O)=[O:38])=[CH:6][CH:5]=1.C[CH2:41][N:42](C(C)C)C(C)C.CN(C(ON1N=NC2C=CC=NC1=2)=[N+](C)C)C.F[P-](F)(F)(F)(F)F. Product: [F:3][C:4]1[CH:5]=[CH:6][C:7]([C:10]2[O:36][C:13]3=[N:14][CH:15]=[C:16]([C:18]4[CH:23]=[CH:22][CH:21]=[C:20]([C:24](=[O:35])[NH:25][C:26]([C:29]5[CH:30]=[CH:31][CH:32]=[CH:33][CH:34]=5)([CH3:28])[CH3:27])[CH:19]=4)[CH:17]=[C:12]3[C:11]=2[C:37]([NH:42][CH3:41])=[O:38])=[CH:8][CH:9]=1. (5) Reactant: [OH-].[NH4+:2].[CH2:3]([C:7]1[N:8]([CH2:21][CH2:22][CH2:23][NH:24][C:25]([NH:27][C:28]2[CH:33]=[CH:32][CH:31]=[CH:30][CH:29]=2)=[O:26])[C:9]2[C:18]3[CH:17]=[CH:16][CH:15]=[CH:14][C:13]=3[N+:12]([O-])=[CH:11][C:10]=2[N:20]=1)[CH2:4][CH2:5][CH3:6].S(Cl)(C1C=CC(C)=CC=1)(=O)=O. Product: [NH2:2][C:11]1[C:10]2[N:20]=[C:7]([CH2:3][CH2:4][CH2:5][CH3:6])[N:8]([CH2:21][CH2:22][CH2:23][NH:24][C:25]([NH:27][C:28]3[CH:33]=[CH:32][CH:31]=[CH:30][CH:29]=3)=[O:26])[C:9]=2[C:18]2[CH:17]=[CH:16][CH:15]=[CH:14][C:13]=2[N:12]=1. The catalyst class is: 4. (6) Reactant: [NH2:1][CH2:2][CH2:3][CH2:4][N:5]([CH2:13][CH2:14][CH2:15][NH:16][C:17]1[N:18]=[N+:19]([O-:28])[C:20]2[CH:27]=[CH:26][CH:25]=[CH:24][C:21]=2[N+:22]=1[O-:23])[C:6](=[O:12])[O:7][C:8]([CH3:11])([CH3:10])[CH3:9].N1([C:34]([C:36]2[C:49]3[C:40](=[N:41][C:42]4[C:47]([N:48]=3)=[C:46]([CH3:50])[CH:45]=[CH:44][CH:43]=4)[CH:39]=[CH:38][CH:37]=2)=[O:35])C=CN=C1. Product: [O-:28][N+:19]1[C:20]2[CH:27]=[CH:26][CH:25]=[CH:24][C:21]=2[N+:22]([O-:23])=[C:17]([NH:16][CH2:15][CH2:14][CH2:13][N:5]([CH2:4][CH2:3][CH2:2][NH:1][C:34]([C:36]2[C:49]3[C:40](=[N:41][C:42]4[C:47]([N:48]=3)=[C:46]([CH3:50])[CH:45]=[CH:44][CH:43]=4)[CH:39]=[CH:38][CH:37]=2)=[O:35])[C:6](=[O:12])[O:7][C:8]([CH3:10])([CH3:11])[CH3:9])[N:18]=1. The catalyst class is: 1. (7) Reactant: [Cl:1][C:2]1[CH:3]=[C:4](Cl)[C:5]2[N:6]([C:8]([C:11]([NH:13][C:14]3[CH:19]=[CH:18][N:17]=[CH:16][C:15]=3[F:20])=[O:12])=[CH:9][N:10]=2)[N:7]=1.BrC1C2N(C(C(NC3C=CN=CC=3F)=O)=CN=2)N=C(Cl)C=1.[CH3:43][O:44][C:45]1[CH:58]=[CH:57][C:48]([CH2:49][NH:50][C:51]2[CH:56]=[CH:55][CH:54]=[CH:53][N:52]=2)=[CH:47][CH:46]=1.CC(C)([O-])C.[K+]. Product: [Cl:1][C:2]1[CH:3]=[C:4]([N:50]([CH2:49][C:48]2[CH:47]=[CH:46][C:45]([O:44][CH3:43])=[CH:58][CH:57]=2)[C:51]2[CH:56]=[CH:55][CH:54]=[CH:53][N:52]=2)[C:5]2[N:6]([C:8]([C:11]([NH:13][C:14]3[CH:19]=[CH:18][N:17]=[CH:16][C:15]=3[F:20])=[O:12])=[CH:9][N:10]=2)[N:7]=1. The catalyst class is: 1. (8) Reactant: [NH2:1][CH2:2][CH2:3][C:4]1[CH2:5][C:6]([CH2:15][OH:16])([CH:9]=[C:10]([CH2:12][CH2:13][NH2:14])[CH:11]=1)CO.[C:17](O[C:17]([O:19][C:20]([CH3:23])([CH3:22])[CH3:21])=[O:18])([O:19][C:20]([CH3:23])([CH3:22])[CH3:21])=[O:18]. Product: [C:20]([O:19][C:17]([NH:14][CH2:13][CH2:12][C:10]1[CH:9]=[C:6]([CH:5]=[C:4]([CH2:3][CH2:2][NH:1][C:17]([O:19][C:20]([CH3:23])([CH3:22])[CH3:21])=[O:18])[CH:11]=1)[CH2:15][OH:16])=[O:18])([CH3:23])([CH3:22])[CH3:21]. The catalyst class is: 464. (9) Reactant: [F:1][C:2]([F:18])([F:17])[C:3]1[O:7][N:6]=[C:5]([C:8]2[CH:16]=[CH:15][C:11]([C:12]([OH:14])=O)=[CH:10][CH:9]=2)[N:4]=1.CCOC(C(C#N)=NOC(N1CCOCC1)=[N+](C)C)=O.F[P-](F)(F)(F)(F)F.CCN(C(C)C)C(C)C.[CH3:55][N:56]([CH3:60])[CH2:57][CH2:58][NH2:59]. Product: [CH3:55][N:56]([CH3:60])[CH2:57][CH2:58][NH:59][C:12](=[O:14])[C:11]1[CH:10]=[CH:9][C:8]([C:5]2[N:4]=[C:3]([C:2]([F:1])([F:18])[F:17])[O:7][N:6]=2)=[CH:16][CH:15]=1. The catalyst class is: 2.